Dataset: Peptide-MHC class I binding affinity with 185,985 pairs from IEDB/IMGT. Task: Regression. Given a peptide amino acid sequence and an MHC pseudo amino acid sequence, predict their binding affinity value. This is MHC class I binding data. (1) The peptide sequence is AYIDNYNKV. The MHC is HLA-A24:02 with pseudo-sequence HLA-A24:02. The binding affinity (normalized) is 0.314. (2) The peptide sequence is GTDSGFAAY. The MHC is HLA-A23:01 with pseudo-sequence HLA-A23:01. The binding affinity (normalized) is 0. (3) The peptide sequence is KGGEAQFLV. The MHC is HLA-B07:02 with pseudo-sequence HLA-B07:02. The binding affinity (normalized) is 0.0847. (4) The peptide sequence is YAQMWSLMY. The MHC is HLA-A80:01 with pseudo-sequence HLA-A80:01. The binding affinity (normalized) is 0.566. (5) The peptide sequence is SPNPTIEAGR. The MHC is HLA-B07:02 with pseudo-sequence HLA-B07:02. The binding affinity (normalized) is 0.242. (6) The peptide sequence is NIMEFCKAY. The MHC is HLA-A26:03 with pseudo-sequence HLA-A26:03. The binding affinity (normalized) is 0.241. (7) The peptide sequence is PFPQQPQQPY. The MHC is HLA-B08:01 with pseudo-sequence HLA-B08:01. The binding affinity (normalized) is 0. (8) The peptide sequence is TTTDGYAHV. The MHC is HLA-A02:11 with pseudo-sequence HLA-A02:11. The binding affinity (normalized) is 0.0847. (9) The peptide sequence is IQKGMFVVK. The MHC is HLA-A02:01 with pseudo-sequence HLA-A02:01. The binding affinity (normalized) is 0.0847.